The task is: Predict the product of the given reaction.. This data is from Forward reaction prediction with 1.9M reactions from USPTO patents (1976-2016). (1) Given the reactants [CH3:1][O:2][C:3]1[C:12]([NH:13][C:14](=[O:18])OCC)=[N:11][C:10]2[C:5](=[CH:6][CH:7]=[C:8]([O:19][CH3:20])[CH:9]=2)[N:4]=1.[Cl:21][C:22]1[CH:23]=[C:24]([N:28]2[CH2:33][CH2:32][NH:31][CH2:30][CH2:29]2)[CH:25]=[CH:26][CH:27]=1, predict the reaction product. The product is: [CH3:1][O:2][C:3]1[C:12]([NH:13][C:14]([N:31]2[CH2:30][CH2:29][N:28]([C:24]3[CH:25]=[CH:26][CH:27]=[C:22]([Cl:21])[CH:23]=3)[CH2:33][CH2:32]2)=[O:18])=[N:11][C:10]2[C:5](=[CH:6][CH:7]=[C:8]([O:19][CH3:20])[CH:9]=2)[N:4]=1. (2) Given the reactants [CH3:1][C:2]1[CH:11]=[CH:10][C:9]2[C:4](=[C:5]([N:13]3[C:17]([CH3:18])=[N:16][N:15]=[C:14]3[SH:19])[CH:6]=[CH:7][C:8]=2[CH3:12])[N:3]=1.[Cl:20][C:21]1[C:26]([NH:27][C:28](=[O:31])[CH2:29]Cl)=[CH:25][CH:24]=[CH:23][N:22]=1.C(=O)([O-])[O-].[K+].[K+].O, predict the reaction product. The product is: [Cl:20][C:21]1[C:26]([NH:27][C:28](=[O:31])[CH2:29][S:19][C:14]2[N:13]([C:5]3[CH:6]=[CH:7][C:8]([CH3:12])=[C:9]4[C:4]=3[N:3]=[C:2]([CH3:1])[CH:11]=[CH:10]4)[C:17]([CH3:18])=[N:16][N:15]=2)=[CH:25][CH:24]=[CH:23][N:22]=1. (3) Given the reactants Cl[S:2]([CH2:5][CH2:6][N:7]1[C:11](=[O:12])[C:10]2[CH:13]=[CH:14][CH:15]=[CH:16][C:9]=2[C:8]1=[O:17])(=[O:4])=[O:3].Cl.[F:19][C:20]([F:24])([F:23])[CH2:21][NH2:22].C(N(CC)CC)C, predict the reaction product. The product is: [O:17]=[C:8]1[C:9]2[C:10](=[CH:13][CH:14]=[CH:15][CH:16]=2)[C:11](=[O:12])[N:7]1[CH2:6][CH2:5][S:2]([NH:22][CH2:21][C:20]([F:24])([F:23])[F:19])(=[O:4])=[O:3]. (4) Given the reactants [CH3:1][O-:2].[Na+].Cl[C:5]1[C:14]([CH2:15][C:16]2[CH:24]=[CH:23][C:19]([N:20]([CH3:22])[CH3:21])=[CH:18][CH:17]=2)=[C:13]([Cl:25])[C:12]2[C:7](=[CH:8][CH:9]=[C:10]([I:26])[CH:11]=2)[N:6]=1, predict the reaction product. The product is: [Cl:25][C:13]1[C:12]2[C:7](=[CH:8][CH:9]=[C:10]([I:26])[CH:11]=2)[N:6]=[C:5]([O:2][CH3:1])[C:14]=1[CH2:15][C:16]1[CH:24]=[CH:23][C:19]([N:20]([CH3:22])[CH3:21])=[CH:18][CH:17]=1. (5) Given the reactants [CH2:1]([O:3][C:4]([N:6]1[CH2:13][CH:12]2[CH:8]([CH2:9][C:10]3[CH:16]=[C:15]([CH2:17]O)[S:14][C:11]=32)[CH2:7]1)=[O:5])[CH3:2], predict the reaction product. The product is: [CH2:1]([O:3][C:4]([N:6]1[CH2:13][CH:12]2[CH:8]([CH2:9][C:10]3[CH:16]=[C:15]([CH3:17])[S:14][C:11]=32)[CH2:7]1)=[O:5])[CH3:2]. (6) Given the reactants [Cl:1][C:2]1[CH:3]=[C:4]([NH:11][S:12]([C:15]2[CH:20]=[CH:19][C:18]([Cl:21])=[C:17]([C:22]([F:25])([F:24])[F:23])[CH:16]=2)(=[O:14])=[O:13])[C:5]([C:8](O)=[O:9])=[N:6][CH:7]=1.[CH3:26][NH:27][C:28]1[CH:33]=[CH:32][CH:31]=[C:30]([CH3:34])[N:29]=1.F[P-](F)(F)(F)(F)F.N1(O[P+](N(C)C)(N(C)C)N(C)C)C2C=CC=CC=2N=N1.CCN(C(C)C)C(C)C, predict the reaction product. The product is: [CH3:26][N:27]([C:28]1[CH:33]=[CH:32][CH:31]=[C:30]([CH3:34])[N:29]=1)[C:8]([C:5]1[C:4]([NH:11][S:12]([C:15]2[CH:20]=[CH:19][C:18]([Cl:21])=[C:17]([C:22]([F:23])([F:24])[F:25])[CH:16]=2)(=[O:13])=[O:14])=[CH:3][C:2]([Cl:1])=[CH:7][N:6]=1)=[O:9]. (7) Given the reactants [K+].[C:2]([C@@H:4]([CH2:14][CH:15]([CH3:17])[CH3:16])[CH:5]([C:9]([O:11]CC)=[O:10])[C:6]([O-])=[O:7])#[N:3].[H][H], predict the reaction product. The product is: [CH2:14]([CH:4]1[CH2:2][NH:3][C:6](=[O:7])[C@H:5]1[C:9]([OH:11])=[O:10])[CH:15]([CH3:17])[CH3:16].